Dataset: Forward reaction prediction with 1.9M reactions from USPTO patents (1976-2016). Task: Predict the product of the given reaction. (1) Given the reactants O[CH:2]([C:12]1C=CC=CC=1)[CH2:3][NH:4][C:5](=[O:11])[O:6][C:7]([CH3:10])([CH3:9])[CH3:8].[OH:18][N:19]1[C:23](=[O:24])[C:22]2=[CH:25][CH:26]=[CH:27][CH:28]=[C:21]2[C:20]1=[O:29].[C:43]1(P([C:43]2[CH:48]=[CH:47][CH:46]=[CH:45][CH:44]=2)[C:43]2[CH:48]=[CH:47][CH:46]=[CH:45][CH:44]=2)[CH:48]=[CH:47][CH:46]=[CH:45][CH:44]=1.N(C(OCC)=O)=N[C:51](OCC)=O, predict the reaction product. The product is: [O:24]=[C:23]1[C:22]2[C:21](=[CH:28][CH:27]=[CH:26][CH:25]=2)[C:20](=[O:29])[N:19]1[O:18][CH:12]([C:43]1[CH:44]=[CH:45][CH:46]=[CH:47][CH:48]=1)[CH2:2][CH2:3][N:4]([CH3:51])[C:5](=[O:11])[O:6][C:7]([CH3:8])([CH3:9])[CH3:10]. (2) Given the reactants C([O-])([O-])=O.[K+].[K+].Br[C:8]1[CH:13]=[CH:12][CH:11]=[CH:10][CH:9]=1.[NH:14]1[CH:18]=[CH:17][N:16]=[CH:15]1.C(OCCCCCC)CCCCC, predict the reaction product. The product is: [C:8]1([N:14]2[CH:18]=[CH:17][N:16]=[CH:15]2)[CH:13]=[CH:12][CH:11]=[CH:10][CH:9]=1. (3) Given the reactants C(Cl)Cl.[Br:4][C:5]1[CH:6]=[C:7]([CH3:12])[C:8](I)=[N:9][CH:10]=1.C([Mg]Cl)(C)C.CN([CH:21]=[O:22])C, predict the reaction product. The product is: [Br:4][C:5]1[CH:6]=[C:7]([CH3:12])[C:8]([CH:21]=[O:22])=[N:9][CH:10]=1.